The task is: Predict which catalyst facilitates the given reaction.. This data is from Catalyst prediction with 721,799 reactions and 888 catalyst types from USPTO. (1) Reactant: [N:1]1[CH:6]=[CH:5][C:4]([C:7]2[CH:15]=[CH:14][C:10]([C:11]([OH:13])=O)=[CH:9][CH:8]=2)=[CH:3][CH:2]=1.O.ON1C2C=CC=CC=2N=N1.Cl.CN(C)CCCN=C=NCC.[Cl:39][C:40]1[CH:57]=[CH:56][C:43]2[O:44][C:45]([S:47]([N:50]3[CH2:55][CH2:54][NH:53][CH2:52][CH2:51]3)(=[O:49])=[O:48])=[CH:46][C:42]=2[CH:41]=1. Product: [Cl:39][C:40]1[CH:57]=[CH:56][C:43]2[O:44][C:45]([S:47]([N:50]3[CH2:51][CH2:52][N:53]([C:11](=[O:13])[C:10]4[CH:9]=[CH:8][C:7]([C:4]5[CH:3]=[CH:2][N:1]=[CH:6][CH:5]=5)=[CH:15][CH:14]=4)[CH2:54][CH2:55]3)(=[O:48])=[O:49])=[CH:46][C:42]=2[CH:41]=1. The catalyst class is: 9. (2) Reactant: [Cl:1][C:2]1[C:7]([F:8])=[CH:6][N:5]=[C:4]2[N:9]([S:29]([C:32]3[CH:37]=[CH:36][C:35]([CH3:38])=[CH:34][CH:33]=3)(=[O:31])=[O:30])[C:10]([C:12]3[C:16]4=[N:17][C:18]([O:23][CH3:24])=[C:19]([O:21][CH3:22])[CH:20]=[C:15]4[N:14]([CH2:25][CH2:26][CH2:27]I)[CH:13]=3)=[CH:11][C:3]=12.[NH:39]1[CH2:44][CH2:43][CH2:42][CH2:41][CH2:40]1. Product: [Cl:1][C:2]1[C:7]([F:8])=[CH:6][N:5]=[C:4]2[N:9]([S:29]([C:32]3[CH:37]=[CH:36][C:35]([CH3:38])=[CH:34][CH:33]=3)(=[O:31])=[O:30])[C:10]([C:12]3[C:16]4=[N:17][C:18]([O:23][CH3:24])=[C:19]([O:21][CH3:22])[CH:20]=[C:15]4[N:14]([CH2:25][CH2:26][CH2:27][N:39]4[CH2:44][CH2:43][CH2:42][CH2:41][CH2:40]4)[CH:13]=3)=[CH:11][C:3]=12. The catalyst class is: 4. (3) Reactant: [C:1](O)(=[O:3])[CH3:2].[NH2:5][C:6]1[CH:14]=[CH:13][CH:12]=[C:11]2[C:7]=1[C:8]([C:19]([N:21]1[CH2:26][CH2:25][CH:24]([C:27]3[CH:28]=[C:29]([CH:38]=[CH:39][C:40]=3[F:41])[CH2:30][NH:31][C:32](=[O:37])[C:33]([F:36])([F:35])[F:34])[CH2:23][CH2:22]1)=[O:20])=[CH:9][N:10]2[CH2:15][CH2:16][O:17][CH3:18].CCN=C=NCCCN(C)C.C(N(CC)CC)C. Product: [C:1]([NH:5][C:6]1[CH:14]=[CH:13][CH:12]=[C:11]2[C:7]=1[C:8]([C:19]([N:21]1[CH2:22][CH2:23][CH:24]([C:27]3[CH:28]=[C:29]([CH:38]=[CH:39][C:40]=3[F:41])[CH2:30][NH:31][C:32](=[O:37])[C:33]([F:35])([F:36])[F:34])[CH2:25][CH2:26]1)=[O:20])=[CH:9][N:10]2[CH2:15][CH2:16][O:17][CH3:18])(=[O:3])[CH3:2]. The catalyst class is: 2. (4) Reactant: [NH:1]([C:9]([O:11][C:12]([CH3:15])([CH3:14])[CH3:13])=[O:10])[C@@H:2]([C:6]([OH:8])=[O:7])[CH:3]([CH3:5])C.[CH3:16]I.[H-].[Na+]. Product: [C:12]([O:11][C:9]([N:1]([CH3:16])[C@H:2]([CH2:3][CH3:5])[C:6]([OH:8])=[O:7])=[O:10])([CH3:13])([CH3:14])[CH3:15]. The catalyst class is: 165. (5) Reactant: [CH2:1]([O:3][C:4]([C:6]1[S:10][C:9]([NH2:11])=[N:8][C:7]=1[CH3:12])=[O:5])[CH3:2].C(N(CC)CC)C.[C:20]1([C:26](Cl)([C:33]2[CH:38]=[CH:37][CH:36]=[CH:35][CH:34]=2)[C:27]2[CH:32]=[CH:31][CH:30]=[CH:29][CH:28]=2)[CH:25]=[CH:24][CH:23]=[CH:22][CH:21]=1. Product: [CH2:1]([O:3][C:4]([C:6]1[S:10][C:9]([NH:11][C:26]([C:20]2[CH:25]=[CH:24][CH:23]=[CH:22][CH:21]=2)([C:33]2[CH:34]=[CH:35][CH:36]=[CH:37][CH:38]=2)[C:27]2[CH:28]=[CH:29][CH:30]=[CH:31][CH:32]=2)=[N:8][C:7]=1[CH3:12])=[O:5])[CH3:2]. The catalyst class is: 9. (6) Reactant: [C:1]([C:3]1[CH:4]=[N:5][N:6]2[C:11](=[O:12])[C:10]([CH2:13][CH3:14])=[C:9]([C:15]([O:17]CC)=[O:16])[NH:8][C:7]=12)#[N:2].[Li+].[OH-]. Product: [C:1]([C:3]1[CH:4]=[N:5][N:6]2[C:11](=[O:12])[C:10]([CH2:13][CH3:14])=[C:9]([C:15]([OH:17])=[O:16])[NH:8][C:7]=12)#[N:2]. The catalyst class is: 88. (7) The catalyst class is: 4. Reactant: [CH3:1][O:2][C:3]1[CH:8]=[CH:7][C:6]([C:9](=[O:19])[CH2:10][C:11]2[CH:16]=[CH:15][C:14]([O:17][CH3:18])=[CH:13][CH:12]=2)=[CH:5][CH:4]=1.[Br-:20].[Br-].[Br-].[NH+]1C=CC=CC=1.[NH+]1C=CC=CC=1.[NH+]1C=CC=CC=1.S([O-])([O-])(=O)=S.[Na+].[Na+]. Product: [CH3:1][O:2][C:3]1[CH:4]=[CH:5][C:6]([C:9](=[O:19])[CH:10]([C:11]2[CH:16]=[CH:15][C:14]([O:17][CH3:18])=[CH:13][CH:12]=2)[Br:20])=[CH:7][CH:8]=1. (8) Reactant: Br[C:2]1[CH:7]=[CH:6][C:5]([CH2:8][N:9]([C:20]([CH3:23])([CH3:22])[CH3:21])[S:10]([CH2:13][C:14]2[CH:19]=[CH:18][CH:17]=[CH:16][CH:15]=2)(=[O:12])=[O:11])=[CH:4][CH:3]=1.C1(P(C2CCCCC2)C2C=CC=CC=2C2C(OC(C)C)=CC=CC=2OC(C)C)CCCCC1.[N:57]1([C:63](=[O:65])[CH3:64])[CH2:62][CH2:61][NH:60][CH2:59][CH2:58]1. Product: [C:63]([N:57]1[CH2:62][CH2:61][N:60]([C:2]2[CH:7]=[CH:6][C:5]([CH2:8][N:9]([C:20]([CH3:23])([CH3:22])[CH3:21])[S:10]([CH2:13][C:14]3[CH:19]=[CH:18][CH:17]=[CH:16][CH:15]=3)(=[O:12])=[O:11])=[CH:4][CH:3]=2)[CH2:59][CH2:58]1)(=[O:65])[CH3:64]. The catalyst class is: 584. (9) Reactant: [Cl:1][C:2]1[CH:10]=[C:9]([O:11][CH2:12][CH2:13][F:14])[CH:8]=[CH:7][C:3]=1[C:4](O)=[O:5].S(Cl)([Cl:17])=O. Product: [Cl:1][C:2]1[CH:10]=[C:9]([O:11][CH2:12][CH2:13][F:14])[CH:8]=[CH:7][C:3]=1[C:4]([Cl:17])=[O:5]. The catalyst class is: 60.